This data is from Catalyst prediction with 721,799 reactions and 888 catalyst types from USPTO. The task is: Predict which catalyst facilitates the given reaction. (1) Reactant: [CH3:1][NH2:2].Br[CH2:4][CH2:5][CH2:6][O:7][CH2:8][C:9]1[CH:14]=[CH:13][CH:12]=[CH:11][CH:10]=1. Product: [CH2:8]([O:7][CH2:6][CH2:5][CH2:4][NH:2][CH3:1])[C:9]1[CH:14]=[CH:13][CH:12]=[CH:11][CH:10]=1. The catalyst class is: 7. (2) Reactant: [F:1]/[C:2](=[CH:8]\[CH3:9])/[C:3]([O:5][CH2:6][CH3:7])=[O:4].[Br:10]N1C(=O)CCC1=O. Product: [Br:10][CH2:9]/[CH:8]=[C:2](\[F:1])/[C:3]([O:5][CH2:6][CH3:7])=[O:4]. The catalyst class is: 340. (3) Reactant: C(O[C:6]([N:8]1[CH2:12][C@H:11]([N:13]([CH3:20])[C:14](=[O:19])[C:15]([F:18])([F:17])[F:16])[CH2:10][C@H:9]1[CH2:21][O:22][C:23]1[CH:32]=[CH:31][C:26]([C:27]([O:29][CH3:30])=[O:28])=[CH:25][CH:24]=1)=[O:7])(C)(C)C.C(O)(C(F)(F)F)=[O:34].C1[CH:41]=[CH:42][C:43]2N(O)N=N[C:44]=2[CH:45]=1.C(N([CH2:55][CH3:56])CC)C.[CH3:57][CH2:58][N:59]=[C:60]=[N:61][CH2:62][CH2:63][CH2:64]N(C)C.Cl.C1[CH2:73][O:72][CH2:71][CH2:70]1. Product: [CH3:73][O:72][C:71]1[CH:70]=[C:55]([CH2:56][C:6]([N:8]2[CH2:12][C@H:11]([N:13]([CH3:20])[C:14](=[O:19])[C:15]([F:18])([F:16])[F:17])[CH2:10][C@H:9]2[CH2:21][O:22][C:23]2[CH:32]=[CH:31][C:26]([C:27]([O:29][CH3:30])=[O:28])=[CH:25][CH:24]=2)=[O:7])[CH:64]=[CH:63][C:62]=1[NH:61][C:60]([NH:59][C:58]1[CH:57]=[CH:45][CH:44]=[CH:43][C:42]=1[CH3:41])=[O:34]. The catalyst class is: 759. (4) Reactant: [C:1]([NH2:9])(=[S:8])[C:2]1[CH:7]=[CH:6][CH:5]=[N:4][CH:3]=1.Cl[CH2:11][C:12](=O)[CH3:13]. Product: [CH3:13][C:12]1[N:9]=[C:1]([C:2]2[CH:3]=[N:4][CH:5]=[CH:6][CH:7]=2)[S:8][CH:11]=1. The catalyst class is: 8. (5) Reactant: [CH2:1]([O:3][C:4](=[O:14])[C:5]1[CH:10]=[C:9]([Br:11])[CH:8]=[C:7]([CH3:12])[C:6]=1[NH2:13])[CH3:2].[C:15]([O:19][C:20](N([C:20]([O:19][C:15]([CH3:18])([CH3:17])[CH3:16])=[O:21])C1C(Br)=CC(C(F)(F)F)=C(Cl)C=1)=[O:21])([CH3:18])([CH3:17])[CH3:16]. Product: [CH2:1]([O:3][C:4](=[O:14])[C:5]1[CH:10]=[C:9]([Br:11])[CH:8]=[C:7]([CH3:12])[C:6]=1[N:13]([C:20]([O:19][C:15]([CH3:18])([CH3:17])[CH3:16])=[O:21])[C:20]([O:19][C:15]([CH3:18])([CH3:17])[CH3:16])=[O:21])[CH3:2]. The catalyst class is: 10. (6) Reactant: [Cl:1][C:2]1[CH:3]=[C:4]([C@@H:9]2[O:15][CH2:14][CH2:13][N:12]([C:16]([O:18][C:19]([CH3:22])([CH3:21])[CH3:20])=[O:17])[CH2:11][C@@H:10]2[CH2:23][O:24][CH2:25][C:26](N2CCOCC2)=[O:27])[CH:5]=[CH:6][C:7]=1[Cl:8].[OH2:34].[OH-].[Li+].[Cl-].[NH4+]. Product: [C:19]([O:18][C:16]([N:12]1[CH2:11][C@H:10]([CH2:23][O:24][CH2:25][C:26]([OH:34])=[O:27])[C@H:9]([C:4]2[CH:5]=[CH:6][C:7]([Cl:8])=[C:2]([Cl:1])[CH:3]=2)[O:15][CH2:14][CH2:13]1)=[O:17])([CH3:21])([CH3:20])[CH3:22]. The catalyst class is: 87. (7) Reactant: [C:1]([C:3]1[CH:4]=[C:5]([C:13]2[O:17][N:16]=[C:15]([C:18]3[CH:35]=[CH:34][C:21]4[CH2:22][CH2:23][N:24]([C:27]([O:29]C(C)(C)C)=[O:28])[CH2:25][CH2:26][C:20]=4[CH:19]=3)[N:14]=2)[CH:6]=[N:7][C:8]=1[O:9][CH:10]([CH3:12])[CH3:11])#[N:2].Cl.O1CCOCC1. Product: [CH:27]([OH:29])=[O:28].[CH3:12][CH:10]([O:9][C:8]1[C:3]([C:1]#[N:2])=[CH:4][C:5]([C:13]2[O:17][N:16]=[C:15]([C:18]3[CH:35]=[CH:34][C:21]4[CH2:22][CH2:23][NH:24][CH2:25][CH2:26][C:20]=4[CH:19]=3)[N:14]=2)=[CH:6][N:7]=1)[CH3:11].[CH:27]([O-:29])=[O:28]. The catalyst class is: 4. (8) Reactant: [Br:1][C:2]1[CH:7]=[CH:6][C:5]([C@:8]2([C:28]([F:31])([F:30])[F:29])[C:18]#[C:17][CH2:16][S:15][CH2:14][C@@H:13]([CH:19]([OH:21])[CH3:20])[NH:12][C:11](=[O:22])[C@H:10]([CH2:23][C:24]([F:27])([CH3:26])[CH3:25])[NH:9]2)=[CH:4][CH:3]=1.CC(OI1(OC(C)=O)(OC(C)=O)OC(=O)C2C=CC=CC1=2)=O. Product: [C:19]([C@H:13]1[NH:12][C:11](=[O:22])[C@H:10]([CH2:23][C:24]([F:27])([CH3:26])[CH3:25])[NH:9][C@@:8]([C:5]2[CH:6]=[CH:7][C:2]([Br:1])=[CH:3][CH:4]=2)([C:28]([F:30])([F:29])[F:31])[C:18]#[C:17][CH2:16][S:15][CH2:14]1)(=[O:21])[CH3:20]. The catalyst class is: 4. (9) The catalyst class is: 31. Product: [F:1][C:2]1[CH:21]=[C:20]([S:22]([CH3:25])(=[O:24])=[O:23])[C:19]([F:26])=[CH:18][C:3]=1[O:4][C@H:5]1[CH2:10][CH2:9][CH2:8][N:7]([CH:11]2[CH2:16][CH2:15][N:14]([C:37]3[N:42]=[CH:41][C:40]([CH2:43][CH3:44])=[CH:39][N:38]=3)[CH2:13][CH2:12]2)[C:6]1=[O:17]. Reactant: [F:1][C:2]1[CH:21]=[C:20]([S:22]([CH3:25])(=[O:24])=[O:23])[C:19]([F:26])=[CH:18][C:3]=1[O:4][C@H:5]1[CH2:10][CH2:9][CH2:8][N:7]([CH:11]2[CH2:16][CH2:15][NH:14][CH2:13][CH2:12]2)[C:6]1=[O:17].CCN(C(C)C)C(C)C.Cl[C:37]1[N:42]=[CH:41][C:40]([CH2:43][CH3:44])=[CH:39][N:38]=1. (10) The catalyst class is: 7. Product: [NH2:11][CH2:10][C:3]1[C:4](=[O:9])[NH:5][C:6]([CH3:8])=[CH:7][C:2]=1[CH3:1]. Reactant: [CH3:1][C:2]1[CH:7]=[C:6]([CH3:8])[NH:5][C:4](=[O:9])[C:3]=1[C:10]#[N:11].[H-].[Al+3].[Li+].[H-].[H-].[H-].O.